The task is: Predict the product of the given reaction.. This data is from Forward reaction prediction with 1.9M reactions from USPTO patents (1976-2016). Given the reactants [C:1]([N:20]1[CH:24]=[C:23]([C:25]([O:27]C)=O)[N:22]=[CH:21]1)([C:14]1[CH:19]=[CH:18][CH:17]=[CH:16][CH:15]=1)([C:8]1[CH:13]=[CH:12][CH:11]=[CH:10][CH:9]=1)[C:2]1[CH:7]=[CH:6][CH:5]=[CH:4][CH:3]=1.[CH3:29][CH2:30][Mg+].[Br-], predict the reaction product. The product is: [C:1]([N:20]1[CH:24]=[C:23]([C:25]2([OH:27])[CH2:30][CH2:29]2)[N:22]=[CH:21]1)([C:2]1[CH:7]=[CH:6][CH:5]=[CH:4][CH:3]=1)([C:14]1[CH:15]=[CH:16][CH:17]=[CH:18][CH:19]=1)[C:8]1[CH:13]=[CH:12][CH:11]=[CH:10][CH:9]=1.